From a dataset of Reaction yield outcomes from USPTO patents with 853,638 reactions. Predict the reaction yield, written as a fraction of the theoretical maximum amount of product (1.0 means a 100% yield; for example, 0.34 means a 34% yield). (1) The reactants are C(OC(=O)[NH:7][C@@H:8]([C:10]1[CH:15]=[CH:14][C:13]([C:16]2[C:17](Cl)=[N:18][CH:19]=[CH:20][CH:21]=2)=[CH:12][CH:11]=1)[CH3:9])(C)(C)C.[O-:24][CH2:25][CH3:26].[Na+]. The catalyst is O1CCCC1. The product is [CH2:25]([O:24][C:17]1[C:16]([C:13]2[CH:12]=[CH:11][C:10]([C@H:8]([NH2:7])[CH3:9])=[CH:15][CH:14]=2)=[CH:21][CH:20]=[CH:19][N:18]=1)[CH3:26]. The yield is 0.900. (2) The reactants are [OH:1][N:2]=[C:3](Cl)[C:4]1[CH:9]=[CH:8][CH:7]=[C:6]([C:10]([F:13])([F:12])[F:11])[CH:5]=1.[C:15]([O:19][CH3:20])(=[O:18])[CH:16]=[CH2:17]. The catalyst is C(Cl)Cl. The product is [F:11][C:10]([F:13])([F:12])[C:6]1[CH:5]=[C:4]([C:3]2[CH2:17][CH:16]([C:15]([O:19][CH3:20])=[O:18])[O:1][N:2]=2)[CH:9]=[CH:8][CH:7]=1. The yield is 1.00.